Dataset: Catalyst prediction with 721,799 reactions and 888 catalyst types from USPTO. Task: Predict which catalyst facilitates the given reaction. (1) Product: [CH3:10][O:11][C:12](=[O:35])[C@H:13]([CH2:31][CH2:32][S:33][CH3:34])[NH:14][C:15](=[O:30])[C:16]1[CH:21]=[CH:20][C:19]([CH2:22][O:3][C:4]2[CH:5]=[N:6][CH:7]=[CH:8][CH:9]=2)=[CH:18][C:17]=1[C:24]1[CH:29]=[CH:28][CH:27]=[CH:26][CH:25]=1. The catalyst class is: 3. Reactant: [H-].[Na+].[OH:3][C:4]1[CH:5]=[N:6][CH:7]=[CH:8][CH:9]=1.[CH3:10][O:11][C:12](=[O:35])[C@H:13]([CH2:31][CH2:32][S:33][CH3:34])[NH:14][C:15](=[O:30])[C:16]1[CH:21]=[CH:20][C:19]([CH2:22]Br)=[CH:18][C:17]=1[C:24]1[CH:29]=[CH:28][CH:27]=[CH:26][CH:25]=1.[OH-].[Na+]. (2) Reactant: [Cl:1][C:2]1[CH:7]=[C:6]2[NH:8][C:9](=[O:33])[C:10]3([CH:15]([C:16]4[CH:21]=[CH:20][CH:19]=[C:18]([Cl:22])[CH:17]=4)[CH2:14][C:13](=[O:23])[N:12]([CH2:24][C:25](O)=[O:26])[CH:11]3[C:28]([CH2:31][CH3:32])=[CH:29][CH3:30])[C:5]2=[CH:4][CH:3]=1.N1C(F)=NC(F)=NC=1[F:36].N1C=CC=CC=1. Product: [Cl:1][C:2]1[CH:7]=[C:6]2[NH:8][C:9](=[O:33])[C:10]3([CH:15]([C:16]4[CH:21]=[CH:20][CH:19]=[C:18]([Cl:22])[CH:17]=4)[CH2:14][C:13](=[O:23])[N:12]([CH2:24][C:25]([F:36])=[O:26])[CH:11]3[C:28]([CH2:31][CH3:32])=[CH:29][CH3:30])[C:5]2=[CH:4][CH:3]=1. The catalyst class is: 4. (3) Reactant: C([Si](C)(C)[O:6][CH2:7][CH2:8][C@H:9]([N:26]1[CH2:30][C:29]([O:31][C:32]2[CH:37]=[CH:36][CH:35]=[CH:34][C:33]=2[Cl:38])=[CH:28][C:27]1=[O:39])[C:10]([NH:12][C:13]1[CH:17]=[CH:16][N:15]([CH2:18][C@@H:19]2[CH2:23][O:22]C(C)(C)[O:20]2)[N:14]=1)=[O:11])(C)(C)C.O.C1(C)C=CC(S(O)(=O)=O)=CC=1. Product: [Cl:38][C:33]1[CH:34]=[CH:35][CH:36]=[CH:37][C:32]=1[O:31][C:29]1[CH2:30][N:26]([C@@H:9]([CH2:8][CH2:7][OH:6])[C:10]([NH:12][C:13]2[CH:17]=[CH:16][N:15]([CH2:18][C@@H:19]([OH:20])[CH2:23][OH:22])[N:14]=2)=[O:11])[C:27](=[O:39])[CH:28]=1. The catalyst class is: 5. (4) Reactant: Br[C:2]1[C:7]([F:8])=[CH:6][CH:5]=[C:4]([CH3:9])[N:3]=1.[I-:10].[Na+].CNCCNC.O. Product: [F:8][C:7]1[C:2]([I:10])=[N:3][C:4]([CH3:9])=[CH:5][CH:6]=1. The catalyst class is: 185. (5) The catalyst class is: 2. Reactant: [C:1]([O:5][C:6]([N:8](C(OC(C)(C)C)=O)[C@@H:9]([C:23]([OH:25])=O)[CH2:10][CH2:11][C@@H:12]([C:15]1[CH:20]=[CH:19][CH:18]=[C:17]([F:21])[C:16]=1[F:22])[CH2:13][NH2:14])=[O:7])([CH3:4])([CH3:3])[CH3:2].C(Cl)CCl.C1C=NC2N(O)N=NC=2C=1.C(N(CC)CC)C.C([O-])(O)=O.[Na+]. Product: [F:22][C:16]1[C:17]([F:21])=[CH:18][CH:19]=[CH:20][C:15]=1[C@H:12]1[CH2:13][NH:14][C:23](=[O:25])[C@H:9]([NH:8][C:6](=[O:7])[O:5][C:1]([CH3:4])([CH3:3])[CH3:2])[CH2:10][CH2:11]1.